Task: Predict the product of the given reaction.. Dataset: Forward reaction prediction with 1.9M reactions from USPTO patents (1976-2016) (1) Given the reactants [CH3:1][NH:2][CH3:3].[CH:4]([O:7][C:8]([N:10]1[C:19]2[C:14](=[N:15][C:16](Br)=[CH:17][CH:18]=2)[C@H:13]([N:21]([C:37](=[O:39])[CH3:38])[CH2:22][C:23]2[CH:28]=[C:27]([C:29]([F:32])([F:31])[F:30])[CH:26]=[C:25]([C:33]([F:36])([F:35])[F:34])[CH:24]=2)[CH2:12][C@@H:11]1[CH2:40][CH3:41])=[O:9])([CH3:6])[CH3:5], predict the reaction product. The product is: [CH:4]([O:7][C:8]([N:10]1[C:19]2[C:14](=[N:15][C:16]([N:2]([CH3:3])[CH3:1])=[CH:17][CH:18]=2)[C@H:13]([N:21]([C:37](=[O:39])[CH3:38])[CH2:22][C:23]2[CH:28]=[C:27]([C:29]([F:32])([F:31])[F:30])[CH:26]=[C:25]([C:33]([F:36])([F:35])[F:34])[CH:24]=2)[CH2:12][C@@H:11]1[CH2:40][CH3:41])=[O:9])([CH3:6])[CH3:5]. (2) Given the reactants [CH:1](=O)[CH2:2][CH2:3][CH2:4][CH2:5][CH2:6][CH2:7][CH2:8][CH2:9]C.[CH:12](OC)([O:15][CH3:16])[O:13][CH3:14].C1(C)C=CC(S(O)(=O)=O)=CC=1, predict the reaction product. The product is: [CH3:14][O:13][CH:12]([O:15][CH3:16])[CH2:1][CH2:2][CH2:3][CH2:4][CH2:5][CH2:6][CH2:7][CH2:8][CH3:9]. (3) Given the reactants [C:1]([CH2:3][C:4]([OH:6])=O)#[N:2].C(Cl)(=O)C(Cl)=O.[NH:13]1[CH2:18][CH2:17][CH:16]([NH:19][C:20]2[C:21]3[CH:38]=[CH:37][N:36]([S:39]([C:42]4[CH:48]=[CH:47][C:45]([CH3:46])=[CH:44][CH:43]=4)(=[O:41])=[O:40])[C:22]=3[N:23]=[C:24]([NH:26][C:27]3[CH:35]=[CH:34][C:30]([C:31]([NH2:33])=[O:32])=[CH:29][CH:28]=3)[N:25]=2)[CH2:15][CH2:14]1.O, predict the reaction product. The product is: [C:1]([CH2:3][C:4]([N:13]1[CH2:14][CH2:15][CH:16]([NH:19][C:20]2[C:21]3[CH:38]=[CH:37][N:36]([S:39]([C:42]4[CH:43]=[CH:44][C:45]([CH3:46])=[CH:47][CH:48]=4)(=[O:41])=[O:40])[C:22]=3[N:23]=[C:24]([NH:26][C:27]3[CH:35]=[CH:34][C:30]([C:31]([NH2:33])=[O:32])=[CH:29][CH:28]=3)[N:25]=2)[CH2:17][CH2:18]1)=[O:6])#[N:2]. (4) Given the reactants [F:1][C@@H:2]1[CH2:7][C@@H:6]([C:8]([O:10][CH3:11])=[O:9])[C@H:5]([C:12]2[N:13]=[C:14]([CH3:17])[S:15][CH:16]=2)[CH2:4][CH2:3]1.[Br:18]Br.[O-]S([O-])=O.[Na+].[Na+], predict the reaction product. The product is: [Br:18][C:16]1[S:15][C:14]([CH3:17])=[N:13][C:12]=1[C@@H:5]1[CH2:4][CH2:3][C@H:2]([F:1])[CH2:7][C@H:6]1[C:8]([O:10][CH3:11])=[O:9]. (5) Given the reactants [Li+].CC([N-][CH:6]([CH3:8])[CH3:7])C.O1C=CC=C1[C:14]1[N:22]=[CH:21][N:20]=[C:19]2[C:15]=1[N:16]=[CH:17][N:18]2[CH2:23][C:24]1[CH:29]=[CH:28][C:27]([O:30][CH3:31])=[CH:26][CH:25]=1.I[CH3:33].[NH4+].[Cl-].C1C[O:39][CH2:38][CH2:37]1, predict the reaction product. The product is: [CH3:31][O:30][C:27]1[CH:26]=[CH:25][C:24]([CH2:23][N:18]2[C:17]([CH3:33])=[N:16][C:15]3[C:19]2=[N:20][C:21]([C:38]2[O:39][C:6]([CH3:7])=[CH:8][CH:37]=2)=[N:22][CH:14]=3)=[CH:29][CH:28]=1.